This data is from NCI-60 drug combinations with 297,098 pairs across 59 cell lines. The task is: Regression. Given two drug SMILES strings and cell line genomic features, predict the synergy score measuring deviation from expected non-interaction effect. Drug 1: CC(CN1CC(=O)NC(=O)C1)N2CC(=O)NC(=O)C2. Drug 2: C1C(C(OC1N2C=C(C(=O)NC2=O)F)CO)O. Cell line: RPMI-8226. Synergy scores: CSS=62.4, Synergy_ZIP=-2.49, Synergy_Bliss=-1.42, Synergy_Loewe=5.55, Synergy_HSA=6.68.